Dataset: Full USPTO retrosynthesis dataset with 1.9M reactions from patents (1976-2016). Task: Predict the reactants needed to synthesize the given product. (1) Given the product [Cl:44][C:42]1[CH:43]=[C:38]2[C:39]([C:34]([NH:33][CH2:31][CH2:22][N:18]([CH3:16])[CH2:19][CH2:20][NH:21][C:8](=[O:10])[CH2:7][CH2:6][C:4]3[N:3]=[CH:2][NH:1][CH:5]=3)=[CH:35][CH:36]=[N:37]2)=[CH:40][CH:41]=1, predict the reactants needed to synthesize it. The reactants are: [NH:1]1[CH:5]=[C:4]([CH2:6][CH2:7][C:8]([OH:10])=O)[N:3]=[CH:2]1.C1N=CN([C:16]([N:18]2[CH:22]=[N:21][CH:20]=[CH:19]2)=O)C=1.CCN(CCC[CH:31]([NH:33][C:34]1[CH:35]=[C:36](/C=C/C2C=CC=CC=2Cl)[N:37]=[C:38]2[CH:43]=[C:42]([Cl:44])[CH:41]=[CH:40][C:39]=12)C)CC. (2) Given the product [N+:6]([C:9]1[CH:10]=[CH:11][C:12]2[O:18][CH2:17][CH2:16][CH2:15][N:14]([C:3](=[O:4])[CH2:2][N:22]3[CH2:23][CH2:24][CH2:21][CH2:20]3)[C:13]=2[CH:19]=1)([O-:8])=[O:7], predict the reactants needed to synthesize it. The reactants are: Cl[CH2:2][C:3](Cl)=[O:4].[N+:6]([C:9]1[CH:10]=[CH:11][C:12]2[O:18][CH2:17][CH2:16][CH2:15][NH:14][C:13]=2[CH:19]=1)([O-:8])=[O:7].[CH2:20]([N:22](CC)[CH2:23][CH3:24])[CH3:21].N1CCCC1.